This data is from Catalyst prediction with 721,799 reactions and 888 catalyst types from USPTO. The task is: Predict which catalyst facilitates the given reaction. (1) Reactant: [CH3:1][O:2][P:3]([CH2:7][CH:8]([OH:29])[CH:9]([N:14](CC1C=CC=CC=1)CC1C=CC=CC=1)[CH2:10][CH:11]([CH3:13])[CH3:12])(=[O:6])[O:4][CH3:5]. Product: [CH3:1][O:2][P:3]([CH2:7][CH:8]([OH:29])[CH:9]([NH2:14])[CH2:10][CH:11]([CH3:12])[CH3:13])(=[O:6])[O:4][CH3:5]. The catalyst class is: 129. (2) Product: [CH3:1][CH:2]1[C:7]2[C:8]([C:10]3[N:11]=[CH:12][S:13][CH:14]=3)=[N:63][NH:64][C:6]=2[CH2:5][CH2:4][N:3]1[C:16]([O:18][C:19]([CH3:22])([CH3:21])[CH3:20])=[O:17]. The catalyst class is: 14. Reactant: [CH3:1][CH:2]1[CH:7]([C:8]([C:10]2[N:11]=[CH:12][S:13][CH:14]=2)=O)[C:6](=O)[CH2:5][CH2:4][N:3]1[C:16]([O:18][C:19]([CH3:22])([CH3:21])[CH3:20])=[O:17].CC1CC(=O)C(C(C2N=CSC=2)=O)CN1C(OC(C)(C)C)=O.NN.O.CC1N(C(OC(C)(C)C)=O)CC2C(C3N=CSC=3)=[N:63][NH:64]C=2C1. (3) Reactant: Cl[Si](Cl)(Cl)Cl.[Cl:6][C:7]1[N:12]=[C:11]([NH:13][C:14](=O)[CH3:15])[CH:10]=[CH:9][N:8]=1.[N-:17]=[N+:18]=[N-:19].[Na+].CCOC(C)=O. Product: [Cl:6][C:7]1[N:12]=[C:11]([N:13]2[C:14]([CH3:15])=[N:19][N:18]=[N:17]2)[CH:10]=[CH:9][N:8]=1. The catalyst class is: 23. (4) Reactant: Br[C:2](Br)=[CH:3][C@H:4]([NH:6][C:7](=[O:13])[O:8][C:9]([CH3:12])([CH3:11])[CH3:10])[CH3:5].[Li]CCCC. Product: [CH3:5][C@@H:4]([NH:6][C:7](=[O:13])[O:8][C:9]([CH3:12])([CH3:11])[CH3:10])[C:3]#[CH:2]. The catalyst class is: 1. (5) Reactant: [Br:1][C:2]1[CH:3]=[C:4]([C:20]([OH:22])=O)[C:5]2[C:6]3[CH2:7][CH:8]([C:15]([O:17][CH2:18][CH3:19])=[O:16])[CH2:9][CH2:10][C:11]=3[NH:12][C:13]=2[CH:14]=1.C(Cl)CCl.C1C=CC2N(O)N=[N:33]C=2C=1.[OH-].[NH4+]. Product: [Br:1][C:2]1[CH:14]=[C:13]2[C:5]([C:6]3[CH2:7][CH:8]([C:15]([O:17][CH2:18][CH3:19])=[O:16])[CH2:9][CH2:10][C:11]=3[NH:12]2)=[C:4]([C:20](=[O:22])[NH2:33])[CH:3]=1. The catalyst class is: 76. (6) Product: [NH2:23][C:19]1[N:18]=[C:17]([C:14]2[S:13][C:12]3[CH:24]=[CH:25][C:9]([NH:8][C:6]4[CH:5]=[CH:4][N:3]=[C:2]([NH:27][CH3:26])[N:7]=4)=[CH:10][C:11]=3[C:15]=2[CH3:16])[CH:22]=[CH:21][N:20]=1. Reactant: Cl[C:2]1[N:7]=[C:6]([NH:8][C:9]2[CH:25]=[CH:24][C:12]3[S:13][C:14]([C:17]4[CH:22]=[CH:21][N:20]=[C:19]([NH2:23])[N:18]=4)=[C:15]([CH3:16])[C:11]=3[CH:10]=2)[CH:5]=[CH:4][N:3]=1.[CH3:26][NH2:27].C(O)(C)C. The catalyst class is: 6. (7) Product: [NH2:56][C:51]1([C:50]([N:23]2[CH2:22][CH2:21][CH:20]([CH2:19][CH2:18][O:17][C:14]3[CH:15]=[CH:16][C:11]([C:8]4[N:7]=[C:6]([C:30]#[N:31])[C:5]5[N:4]=[N:3][N:2]([CH3:1])[C:10]=5[CH:9]=4)=[CH:12][C:13]=3[C:26]([F:29])([F:28])[F:27])[CH2:25][CH2:24]2)=[O:71])[CH2:53][CH2:52]1. The catalyst class is: 25. Reactant: [CH3:1][N:2]1[C:10]2[CH:9]=[C:8]([C:11]3[CH:16]=[CH:15][C:14]([O:17][CH2:18][CH2:19][CH:20]4[CH2:25][CH2:24][NH:23][CH2:22][CH2:21]4)=[C:13]([C:26]([F:29])([F:28])[F:27])[CH:12]=3)[N:7]=[C:6]([C:30]#[N:31])[C:5]=2[N:4]=[N:3]1.CCN(C(C)C)C(C)C.CN(C(ON1N=[N:56][C:51]2[CH:52]=[CH:53]C=N[C:50]1=2)=[N+](C)C)C.F[P-](F)(F)(F)(F)F.CN1C(=[O:71])CCC1. (8) Reactant: N12CCCN=C1CCCCC2.F[C:13]1[CH:18]=[CH:17][C:16]([S:19]([NH2:22])(=[O:21])=[O:20])=[CH:15][C:14]=1[N+:23]([O-:25])=[O:24].C(OC1C=C[C:33]([S:36](N)(=O)=O)=[CH:32]C=1N=C=S)(C)C.C(S)C. Product: [CH2:33]([S:36][C:13]1[CH:18]=[CH:17][C:16]([S:19]([NH2:22])(=[O:21])=[O:20])=[CH:15][C:14]=1[N+:23]([O-:25])=[O:24])[CH3:32]. The catalyst class is: 10. (9) Reactant: [Cl:1][C:2]1[C:7]([N:8]2[CH2:13][CH2:12][CH:11]([N:14]([CH3:22])[CH:15]3[CH2:19][C:18](=[O:20])[N:17]([CH3:21])[CH2:16]3)[CH2:10][CH2:9]2)=[CH:6][C:5]([C:23]#[N:24])=[CH:4][C:3]=1[NH:25][C:26]1[N:31]=[C:30]([N:32]([CH:42]2[CH2:44][CH2:43]2)CC2C=CC(OC)=CC=2)[C:29]2=[N:45][CH:46]=[C:47]([C:48]#[N:49])[N:28]2[N:27]=1.C1(OC)C=CC=CC=1.FC(F)(F)C(O)=O. Product: [Cl:1][C:2]1[C:7]([N:8]2[CH2:9][CH2:10][CH:11]([N:14]([CH3:22])[CH:15]3[CH2:19][C:18](=[O:20])[N:17]([CH3:21])[CH2:16]3)[CH2:12][CH2:13]2)=[CH:6][C:5]([C:23]#[N:24])=[CH:4][C:3]=1[NH:25][C:26]1[N:31]=[C:30]([NH:32][CH:42]2[CH2:44][CH2:43]2)[C:29]2=[N:45][CH:46]=[C:47]([C:48]#[N:49])[N:28]2[N:27]=1. The catalyst class is: 4. (10) Reactant: [C:1]([C:3]1[C:13]2[O:12][CH2:11][CH2:10][N:9]([C:14]([O:16][C:17]([CH3:20])([CH3:19])[CH3:18])=[O:15])[CH:8]([CH2:21][CH2:22][C:23]([O:25][CH3:26])=[O:24])[C:7]=2[CH:6]=[CH:5][CH:4]=1)#[N:2].Cl.[NH2:28][OH:29].C(=O)(O)[O-].[Na+]. Product: [OH:29][NH:28][C:1](=[NH:2])[C:3]1[C:13]2[O:12][CH2:11][CH2:10][N:9]([C:14]([O:16][C:17]([CH3:20])([CH3:19])[CH3:18])=[O:15])[CH:8]([CH2:21][CH2:22][C:23]([O:25][CH3:26])=[O:24])[C:7]=2[CH:6]=[CH:5][CH:4]=1. The catalyst class is: 5.